Predict the reactants needed to synthesize the given product. From a dataset of Retrosynthesis with 50K atom-mapped reactions and 10 reaction types from USPTO. Given the product Clc1cccc(-c2noc(C3COCCN3)n2)c1, predict the reactants needed to synthesize it. The reactants are: CC(C)(C)OC(=O)N1CCOCC1c1nc(-c2cccc(Cl)c2)no1.